This data is from Full USPTO retrosynthesis dataset with 1.9M reactions from patents (1976-2016). The task is: Predict the reactants needed to synthesize the given product. Given the product [NH:28]1[C:27]2[CH:37]=[CH:38][CH:39]=[CH:40][C:26]=2[N:25]=[C:24]1[C:10]1[C:9]2[C:13](=[CH:14][CH:15]=[C:7]([NH:6][CH2:5][CH2:4][CH2:3][N:2]([CH3:1])[CH3:41])[CH:8]=2)[NH:12][N:11]=1, predict the reactants needed to synthesize it. The reactants are: [CH3:1][N:2]([CH3:41])[CH2:3][CH2:4][CH2:5][NH:6][C:7]1[CH:8]=[C:9]2[C:13](=[CH:14][CH:15]=1)[N:12](COCC[Si](C)(C)C)[N:11]=[C:10]2[C:24]1[N:28](COCC[Si](C)(C)C)[C:27]2[CH:37]=[CH:38][CH:39]=[CH:40][C:26]=2[N:25]=1.C(N)CN.[F-].C([N+](CCCC)(CCCC)CCCC)CCC.